From a dataset of Catalyst prediction with 721,799 reactions and 888 catalyst types from USPTO. Predict which catalyst facilitates the given reaction. (1) Reactant: [OH:1][C:2]1[CH:3]=[C:4]2[C:9](=[O:10])[O:8][C:6](=O)[C:5]2=[CH:11][CH:12]=1.[CH:13]1([NH2:18])[CH2:17][CH2:16][CH2:15][CH2:14]1. Product: [CH:13]1([N:18]2[C:9](=[O:10])[C:4]3[C:5](=[CH:11][CH:12]=[C:2]([OH:1])[CH:3]=3)[C:6]2=[O:8])[CH2:17][CH2:16][CH2:15][CH2:14]1. The catalyst class is: 11. (2) Reactant: CC1C=CC(S(O)(=O)=O)=CC=1.[C:12]([C:16]1[CH:17]=[C:18]([C:26]2[CH:34]=[C:33]([CH:35]([CH3:37])[CH3:36])[CH:32]=[C:31]3[C:27]=2[CH2:28][CH:29]([CH3:40])[CH:30]3OC)[CH:19]=[C:20]([C:22]([CH3:25])([CH3:24])[CH3:23])[CH:21]=1)([CH3:15])([CH3:14])[CH3:13]. Product: [C:22]([C:20]1[CH:19]=[C:18]([C:26]2[CH:34]=[C:33]([CH:35]([CH3:37])[CH3:36])[CH:32]=[C:31]3[C:27]=2[CH2:28][C:29]([CH3:40])=[CH:30]3)[CH:17]=[C:16]([C:12]([CH3:15])([CH3:14])[CH3:13])[CH:21]=1)([CH3:23])([CH3:24])[CH3:25]. The catalyst class is: 11. (3) Reactant: C(OC(=O)[NH:7][C:8]1[CH:13]=[C:12]([N:14]2[CH2:18][CH2:17][CH2:16][CH2:15]2)[C:11]([F:19])=[CH:10][C:9]=1[NH:20][C:21](=[O:37])[CH2:22][C:23]([C:25]1[CH:30]=[CH:29][CH:28]=[C:27]([C:31]2[O:35][N:34]=[C:33]([CH3:36])[CH:32]=2)[CH:26]=1)=O)(C)(C)C.C(O)(C(F)(F)F)=O. Product: [F:19][C:11]1[C:12]([N:14]2[CH2:18][CH2:17][CH2:16][CH2:15]2)=[CH:13][C:8]2[N:7]=[C:23]([C:25]3[CH:30]=[CH:29][CH:28]=[C:27]([C:31]4[O:35][N:34]=[C:33]([CH3:36])[CH:32]=4)[CH:26]=3)[CH2:22][C:21](=[O:37])[NH:20][C:9]=2[CH:10]=1. The catalyst class is: 2. (4) Reactant: Cl[CH2:2][C:3]1[N:8]=[C:7]([C:9]#[N:10])[C:6]([CH3:11])=[CH:5][CH:4]=1.[Cl:12][C:13]1[CH:14]=[CH:15][C:16]([O:22][CH2:23][C:24]2[CH:29]=[CH:28][C:27]([Cl:30])=[CH:26][C:25]=2[F:31])=[C:17](B(O)O)[CH:18]=1.C(=O)([O-])[O-].[K+].[K+]. Product: [Cl:12][C:13]1[CH:14]=[CH:15][C:16]([O:22][CH2:23][C:24]2[CH:29]=[CH:28][C:27]([Cl:30])=[CH:26][C:25]=2[F:31])=[C:17]([CH2:2][C:3]2[N:8]=[C:7]([C:9]#[N:10])[C:6]([CH3:11])=[CH:5][CH:4]=2)[CH:18]=1. The catalyst class is: 335. (5) Reactant: [P:1]([OH:29])([OH:28])([O:3][C:4]1[CH:9]=[CH:8][C:7]([Cl:10])=[CH:6][C:5]=1[C:11](=[O:27])[NH:12][C:13]1[CH:18]=[C:17]([C:19]([F:22])([F:21])[F:20])[CH:16]=[C:15]([C:23]([F:26])([F:25])[F:24])[CH:14]=1)=[O:2].[CH2:30]([CH2:32][NH2:33])[OH:31]. Product: [CH2:30]([CH2:32][NH2:33])[OH:31].[CH2:30]([CH2:32][NH2:33])[OH:31].[P:1]([OH:29])([OH:28])([O:3][C:4]1[CH:9]=[CH:8][C:7]([Cl:10])=[CH:6][C:5]=1[C:11](=[O:27])[NH:12][C:13]1[CH:18]=[C:17]([C:19]([F:20])([F:21])[F:22])[CH:16]=[C:15]([C:23]([F:24])([F:25])[F:26])[CH:14]=1)=[O:2]. The catalyst class is: 5. (6) Reactant: [C:1]([O:5][C:6]([N:8]1[CH2:13][CH2:12][CH:11]([N:14]2[C:18]3=[N:19][CH:20]=[N:21][C:22](Cl)=[C:17]3[CH:16]=[N:15]2)[CH2:10][CH2:9]1)=[O:7])([CH3:4])([CH3:3])[CH3:2].[CH3:24][O:25][C:26]1[CH:31]=[CH:30][C:29]([OH:32])=[CH:28][CH:27]=1.C(=O)([O-])[O-].[K+].[K+].ClCCl. Product: [C:1]([O:5][C:6]([N:8]1[CH2:13][CH2:12][CH:11]([N:14]2[C:18]3=[N:19][CH:20]=[N:21][C:22]([O:32][C:29]4[CH:30]=[CH:31][C:26]([O:25][CH3:24])=[CH:27][CH:28]=4)=[C:17]3[CH:16]=[N:15]2)[CH2:10][CH2:9]1)=[O:7])([CH3:4])([CH3:3])[CH3:2]. The catalyst class is: 35. (7) The catalyst class is: 7. Reactant: [NH2:1][C:2]1[CH:7]=[CH:6][C:5]([NH2:8])=[CH:4][C:3]=1[S:9]([NH2:12])(=[O:11])=[O:10].[C:13](O[C:13]([O:15][C:16]([CH3:19])([CH3:18])[CH3:17])=[O:14])([O:15][C:16]([CH3:19])([CH3:18])[CH3:17])=[O:14]. Product: [NH2:1][C:2]1[CH:7]=[CH:6][C:5]([NH:8][C:13](=[O:14])[O:15][C:16]([CH3:19])([CH3:18])[CH3:17])=[CH:4][C:3]=1[S:9]([NH2:12])(=[O:10])=[O:11]. (8) Reactant: [C:1]([N:4]1[C:13]2[C:8](=[CH:9][C:10]([CH:14]3[CH2:19][CH2:18][N:17]([C:20]([O:22][C:23]([CH3:26])([CH3:25])[CH3:24])=[O:21])[CH2:16][CH2:15]3)=[CH:11][CH:12]=2)[C@H:7]([NH2:27])[C@@H:6]([CH3:28])[C@@H:5]1[CH3:29])(=[O:3])[CH3:2].C(N1C2C(=CC(C3CCN(C(OC(C)(C)C)=O)CC3)=CC=2)[C@H](NC2C=NC(C)=CN=2)[C@@H](C)[C@@H]1C)(=O)C.CN(C1C(C2C(P(C3CCCCC3)C3CCCCC3)=CC=CC=2)=CC=CC=1)C.Br[C:95]1[CH:100]=[CH:99][C:98]([F:101])=[CH:97][N:96]=1.CC(C)([O-])C.[Na+]. Product: [C:1]([N:4]1[C:13]2[C:8](=[CH:9][C:10]([CH:14]3[CH2:15][CH2:16][N:17]([C:20]([O:22][C:23]([CH3:26])([CH3:25])[CH3:24])=[O:21])[CH2:18][CH2:19]3)=[CH:11][CH:12]=2)[C@H:7]([NH:27][C:95]2[CH:100]=[CH:99][C:98]([F:101])=[CH:97][N:96]=2)[C@@H:6]([CH3:28])[C@@H:5]1[CH3:29])(=[O:3])[CH3:2]. The catalyst class is: 62. (9) Reactant: C[O:2][C:3](=[O:33])[CH2:4][O:5][C:6]1[CH:19]=[CH:18][C:17]2[S:16][C:15]3[C:10](=[CH:11][CH:12]=[CH:13][C:14]=3[C:20]3[O:21][C:22]([N:27]4[CH2:32][CH2:31][O:30][CH2:29][CH2:28]4)=[CH:23][C:24](=[O:26])[CH:25]=3)[CH2:9][C:8]=2[CH:7]=1.[OH-].[Na+:35]. Product: [Na+:35].[N:27]1([C:22]2[O:21][C:20]([C:14]3[CH:13]=[CH:12][CH:11]=[C:10]4[C:15]=3[S:16][C:17]3[CH:18]=[CH:19][C:6]([O:5][CH2:4][C:3]([O-:33])=[O:2])=[CH:7][C:8]=3[CH2:9]4)=[CH:25][C:24](=[O:26])[CH:23]=2)[CH2:32][CH2:31][O:30][CH2:29][CH2:28]1. The catalyst class is: 1. (10) Reactant: [NH2:1][C:2]1[N:6]([CH3:7])[C:5]([CH3:8])=[N:4][C:3]=1[C:9]([C:11]1[CH:16]=[CH:15][C:14]([CH3:17])=[CH:13][CH:12]=1)=O.Cl[Si](C)(C)C.[C:23]([O:30][CH3:31])(=[O:29])[CH2:24][CH2:25][C:26]([CH3:28])=O. Product: [CH3:8][C:5]1[N:6]([CH3:7])[C:2]2=[N:1][C:26]([CH3:28])=[C:25]([CH2:24][C:23]([O:30][CH3:31])=[O:29])[C:9]([C:11]3[CH:16]=[CH:15][C:14]([CH3:17])=[CH:13][CH:12]=3)=[C:3]2[N:4]=1. The catalyst class is: 39.